The task is: Predict which catalyst facilitates the given reaction.. This data is from Catalyst prediction with 721,799 reactions and 888 catalyst types from USPTO. (1) Reactant: [CH2:1]([N:8]1[CH:12]=[CH:11][N:10]=[C:9]1[C:13]([OH:15])=O)[C:2]1[CH:7]=[CH:6][CH:5]=[CH:4][CH:3]=1.[CH:16]([NH:19][C:20]1[CH:25]=[CH:24][CH:23]=[CH:22][C:21]=1[F:26])([CH3:18])[CH3:17].C(=O)(O)[O-].[Na+].O. Product: [F:26][C:21]1[CH:22]=[CH:23][CH:24]=[CH:25][C:20]=1[N:19]([CH:16]([CH3:18])[CH3:17])[C:13]([C:9]1[N:8]([CH2:1][C:2]2[CH:3]=[CH:4][CH:5]=[CH:6][CH:7]=2)[CH:12]=[CH:11][N:10]=1)=[O:15]. The catalyst class is: 4. (2) Reactant: [NH:1]1[C:5]2[CH:6]=[CH:7][CH:8]=[CH:9][C:4]=2[N:3]=[C:2]1[CH:10]=O.[F:12][C:13]([F:23])([F:22])[C:14]1[CH:21]=[CH:20][CH:19]=[CH:18][C:15]=1[CH2:16][NH2:17]. Product: [NH:1]1[C:5]2[CH:6]=[CH:7][CH:8]=[CH:9][C:4]=2[N:3]=[C:2]1/[CH:10]=[N:17]/[CH2:16][C:15]1[CH:18]=[CH:19][CH:20]=[CH:21][C:14]=1[C:13]([F:12])([F:22])[F:23]. The catalyst class is: 404. (3) Reactant: C(O)(C(F)(F)F)=O.[F:8][C:9]([F:31])([F:30])[C:10]1[C:11]([N:16]2[CH2:21][CH2:20][CH:19]([NH:22]C(=O)OC(C)(C)C)[CH2:18][CH2:17]2)=[N:12][CH:13]=[CH:14][CH:15]=1. Product: [F:30][C:9]([F:8])([F:31])[C:10]1[C:11]([N:16]2[CH2:21][CH2:20][CH:19]([NH2:22])[CH2:18][CH2:17]2)=[N:12][CH:13]=[CH:14][CH:15]=1. The catalyst class is: 2. (4) Reactant: [Li+].CC([N-]C(C)C)C.[O:9]1[CH:13]=[CH:12][CH:11]=[C:10]1[C:14]1[N:22]=[CH:21][N:20]=[C:19]2[C:15]=1[N:16]=[CH:17][N:18]2[CH2:23][C:24]1[CH:29]=[CH:28][C:27]([O:30][CH3:31])=[CH:26][CH:25]=1.[Br:32]C(Cl)(Cl)C(Br)(Cl)Cl.[NH4+].[Cl-].ClC1N=CN=C2C=1N=C(Cl)N2CC1C=CC(OC)=CC=1. Product: [Br:32][C:17]1[N:18]([CH2:23][C:24]2[CH:25]=[CH:26][C:27]([O:30][CH3:31])=[CH:28][CH:29]=2)[C:19]2[C:15]([N:16]=1)=[C:14]([C:10]1[O:9][CH:13]=[CH:12][CH:11]=1)[N:22]=[CH:21][N:20]=2. The catalyst class is: 1. (5) Reactant: [CH2:1]([O:8][C:9]1[CH:10]=[C:11]2[C:15](=[CH:16][CH:17]=1)[NH:14][C:13]([C:18]1[CH:23]=[CH:22][C:21]([O:24][CH2:25][C:26]3[CH:31]=[CH:30][CH:29]=[CH:28][CH:27]=3)=[CH:20][CH:19]=1)=[C:12]2[CH3:32])[C:2]1[CH:7]=[CH:6][CH:5]=[CH:4][CH:3]=1.[H-].[Na+].[I:35][C:36]1[CH:43]=[CH:42][C:39]([CH2:40]Br)=[CH:38][CH:37]=1. Product: [CH2:1]([O:8][C:9]1[CH:10]=[C:11]2[C:15](=[CH:16][CH:17]=1)[N:14]([CH2:40][C:39]1[CH:42]=[CH:43][C:36]([I:35])=[CH:37][CH:38]=1)[C:13]([C:18]1[CH:23]=[CH:22][C:21]([O:24][CH2:25][C:26]3[CH:31]=[CH:30][CH:29]=[CH:28][CH:27]=3)=[CH:20][CH:19]=1)=[C:12]2[CH3:32])[C:2]1[CH:3]=[CH:4][CH:5]=[CH:6][CH:7]=1. The catalyst class is: 3. (6) Reactant: [CH3:1][CH:2]1[CH2:7][CH2:6][O:5]S(=O)(=O)[O:3]1.C(=O)([O-])[O-].[Cs+].[Cs+].[CH2:16]([O:18][C:19](=[O:31])[C:20]([O:23][C:24]1[CH:29]=[CH:28][C:27](O)=[CH:26][CH:25]=1)([CH3:22])[CH3:21])[CH3:17]. Product: [CH2:16]([O:18][C:19](=[O:31])[C:20]([O:23][C:24]1[CH:29]=[CH:28][C:27]([O:5][CH2:6][CH2:7][CH:2]([OH:3])[CH3:1])=[CH:26][CH:25]=1)([CH3:22])[CH3:21])[CH3:17]. The catalyst class is: 10.